Predict the reactants needed to synthesize the given product. From a dataset of Full USPTO retrosynthesis dataset with 1.9M reactions from patents (1976-2016). (1) Given the product [CH2:1]([N:8]1[CH2:23][CH2:22][N:11]2[C:12](=[O:21])[C:13]3[CH:14]=[CH:15][C:16]([C:25]([CH3:26])=[CH2:24])=[CH:17][C:18]=3[CH2:19][C@@H:10]2[CH2:9]1)[C:2]1[CH:7]=[CH:6][CH:5]=[CH:4][CH:3]=1, predict the reactants needed to synthesize it. The reactants are: [CH2:1]([N:8]1[CH2:23][CH2:22][N:11]2[C:12](=[O:21])[C:13]3[CH:14]=[CH:15][C:16](Br)=[CH:17][C:18]=3[CH2:19][C@@H:10]2[CH2:9]1)[C:2]1[CH:7]=[CH:6][CH:5]=[CH:4][CH:3]=1.[CH2:24](N1CCN2C(=O)C3C(Br)=CC=CC=3C[C@@H]2C1)[C:25]1C=CC=C[CH:26]=1.C(B(O)O)(C)=C.C([O-])([O-])=O.[K+].[K+]. (2) The reactants are: FC(F)(F)S(O[C@H:7]([CH3:12])[C:8]([O:10][CH3:11])=[O:9])(=O)=O.[NH2:15][C:16](C)([CH3:19])[CH2:17]O.C([O-])(O)=O.[Na+].CCOC(C)=O. Given the product [CH3:12][C@H:7]1[C:8](=[O:9])[O:10][CH2:11][C:16]([CH3:19])([CH3:17])[NH:15]1, predict the reactants needed to synthesize it. (3) The reactants are: Cl.CO[C:4]1[CH:17]=[CH:16][C:7]([C:8](C2CCNCC2)=[O:9])=[CH:6][CH:5]=1.COC([C:22]1[CH:23]=[CH:24][C:25](C(O)=O)=[N:26][CH:27]=1)=O.C(N(CC)CC)C.CN(C(ON1N=NC2C=CC=NC1=2)=[N+](C)C)C.F[P-](F)(F)(F)(F)F. Given the product [C:8]([N:26]1[CH2:27][CH2:22][CH2:23][CH2:24][CH2:25]1)(=[O:9])[C:7]1[CH:6]=[CH:5][CH:4]=[CH:17][CH:16]=1, predict the reactants needed to synthesize it. (4) Given the product [CH3:31][O:23][C:22]([C:17]12[CH2:20][CH2:21][C:14]([C:7]3[NH:6][C:5]4[C:4](=[O:25])[N:3]([CH2:26][CH2:27][CH3:28])[C:2](=[O:1])[N:10]([CH2:11][CH2:12][CH3:13])[C:9]=4[N:8]=3)([CH2:19][CH2:18]1)[CH2:15][CH2:16]2)=[O:24], predict the reactants needed to synthesize it. The reactants are: [O:1]=[C:2]1[N:10]([CH2:11][CH2:12][CH3:13])[C:9]2[N:8]=[C:7]([C:14]34[CH2:21][CH2:20][C:17]([C:22]([OH:24])=[O:23])([CH2:18][CH2:19]3)[CH2:16][CH2:15]4)[NH:6][C:5]=2[C:4](=[O:25])[N:3]1[CH2:26][CH2:27][CH3:28].CO.[C:31]([O-])(O)=O.[Na+]. (5) Given the product [NH:1]1[C:5]2[CH:6]=[C:7]([C:10]3[NH:29][C:30]4[N:34]([N:33]=[C:32]([C:35]([O:37][CH3:38])=[O:36])[N:31]=4)[C:12](=[O:14])[CH:11]=3)[CH:8]=[CH:9][C:4]=2[N:3]=[N:2]1, predict the reactants needed to synthesize it. The reactants are: [NH:1]1[C:5]2[CH:6]=[C:7]([C:10](=O)[CH2:11][C:12]([O:14]CC)=O)[CH:8]=[CH:9][C:4]=2[N:3]=[N:2]1.CC1C=CC(S(O)(=O)=O)=CC=1.[NH2:29][C:30]1[NH:34][N:33]=[C:32]([C:35]([O:37][CH3:38])=[O:36])[N:31]=1. (6) Given the product [CH2:24]([N:4]1[C:3]([CH2:1][CH3:2])=[N:11][C:10]2[C:5]1=[N:6][CH:7]=[N:8][C:9]=2[C:12]1[C:17]([CH3:18])=[CH:16][C:15]([CH3:19])=[CH:14][C:13]=1[CH3:20])[CH2:25][CH2:26][CH3:27], predict the reactants needed to synthesize it. The reactants are: [CH2:1]([C:3]1[NH:11][C:10]2[C:5](=[N:6][CH:7]=[N:8][C:9]=2[C:12]2[C:17]([CH3:18])=[CH:16][C:15]([CH3:19])=[CH:14][C:13]=2[CH3:20])[N:4]=1)[CH3:2].[H-].[Na+].Br[CH2:24][CH2:25][CH2:26][CH3:27]. (7) Given the product [I:36][C:6]1[C:15]2[C:10](=[CH:11][CH:12]=[C:13]([N+:16]([O-:18])=[O:17])[CH:14]=2)[N:9]=[C:8]([N:19]2[CH2:24][CH2:23][N:22]([CH:25]=[O:26])[CH2:21][CH2:20]2)[CH:7]=1, predict the reactants needed to synthesize it. The reactants are: C([Sn](CCCC)(CCCC)[C:6]1[C:15]2[C:10](=[CH:11][CH:12]=[C:13]([N+:16]([O-:18])=[O:17])[CH:14]=2)[N:9]=[C:8]([N:19]2[CH2:24][CH2:23][N:22]([CH:25]=[O:26])[CH2:21][CH2:20]2)[CH:7]=1)CCC.[Na+].[I-:36].P(=O)(O)(O)O.ClNCl. (8) Given the product [CH3:1][O:2][C:3](=[O:21])[C@H:4]([CH2:13][C:14]1[CH:19]=[CH:18][C:17]([O:20][C:25]2[N:30]=[CH:29][CH:28]=[CH:27][N:26]=2)=[CH:16][CH:15]=1)[NH:5][C:6]([O:8][C:9]([CH3:12])([CH3:10])[CH3:11])=[O:7], predict the reactants needed to synthesize it. The reactants are: [CH3:1][O:2][C:3](=[O:21])[C@H:4]([CH2:13][C:14]1[CH:19]=[CH:18][C:17]([OH:20])=[CH:16][CH:15]=1)[NH:5][C:6]([O:8][C:9]([CH3:12])([CH3:11])[CH3:10])=[O:7].[H-].[Na+].Cl[C:25]1[N:30]=[CH:29][CH:28]=[CH:27][N:26]=1. (9) Given the product [CH3:45][O:44][C:42](=[O:43])[CH2:41][N:12]1[C:11]2[C:10]([CH3:16])([CH3:15])[C:9]3[CH:17]=[C:18]([O:21][CH2:22][C@@H:23]4[C@@H:27]([CH2:28][O:29][Si:30]([C:33]([CH3:36])([CH3:35])[CH3:34])([CH3:32])[CH3:31])[O:26][C:25]([CH3:38])([CH3:37])[O:24]4)[CH:19]=[CH:20][C:8]=3[C:7](=[O:39])[C:6]=2[C:5]2[C:13]1=[CH:14][C:2]([Br:1])=[CH:3][CH:4]=2, predict the reactants needed to synthesize it. The reactants are: [Br:1][C:2]1[CH:14]=[C:13]2[C:5]([C:6]3[C:7](=[O:39])[C:8]4[CH:20]=[CH:19][C:18]([O:21][CH2:22][C@@H:23]5[C@@H:27]([CH2:28][O:29][Si:30]([C:33]([CH3:36])([CH3:35])[CH3:34])([CH3:32])[CH3:31])[O:26][C:25]([CH3:38])([CH3:37])[O:24]5)=[CH:17][C:9]=4[C:10]([CH3:16])([CH3:15])[C:11]=3[NH:12]2)=[CH:4][CH:3]=1.Br[CH2:41][C:42]([O:44][CH3:45])=[O:43].[H-].[Na+]. (10) Given the product [CH3:1][O:2][C:3]([C:5]1[N:6]=[C:7]([C:25]#[N:26])[C:8]2[CH:9]=[CH:10][N:11]([CH2:17][C:18]3[CH:23]=[CH:22][CH:21]=[CH:20][CH:19]=3)[C:12](=[O:16])[C:13]=2[C:14]=1[OH:15])=[O:4], predict the reactants needed to synthesize it. The reactants are: [CH3:1][O:2][C:3]([C:5]1[N:6]=[C:7](I)[C:8]2[CH:9]=[CH:10][N:11]([CH2:17][C:18]3[CH:23]=[CH:22][CH:21]=[CH:20][CH:19]=3)[C:12](=[O:16])[C:13]=2[C:14]=1[OH:15])=[O:4].[C:25]([Cu])#[N:26].[NH4+].[OH-].Cl.